This data is from Cav3 T-type calcium channel HTS with 100,875 compounds. The task is: Binary Classification. Given a drug SMILES string, predict its activity (active/inactive) in a high-throughput screening assay against a specified biological target. (1) The molecule is s1c(nnc1NC(=O)Cc1sccc1)c1cc(OC)ccc1. The result is 0 (inactive). (2) The compound is Clc1ccc(C(N(Cc2cccnc2)Cc2occc2)c2n(nnn2)C(C)(C)C)cc1. The result is 1 (active). (3) The molecule is O=C1/C(=c2/[nH]c(cc(Nc3ccc(cc3)C(OC)=O)n2)C)C=CC=C1. The result is 0 (inactive). (4) The result is 0 (inactive). The compound is S(=O)(=O)(c1nc(oc1NCc1cccnc1)c1ccccc1)c1ccccc1.